Dataset: Catalyst prediction with 721,799 reactions and 888 catalyst types from USPTO. Task: Predict which catalyst facilitates the given reaction. (1) Reactant: C([O:8][C:9]1[C:10]([O:37][CH3:38])=[CH:11][C:12]2[CH2:21][CH2:20][N:19]3[CH:14]([CH2:15][C:16]4[C:25]([Cl:26])=[CH:24][C:23]([O:27][CH3:28])=[C:22]([O:29][CH2:30][CH2:31][O:32][CH2:33][CH2:34][OH:35])[C:17]=4[CH2:18]3)[C:13]=2[CH:36]=1)C1C=CC=CC=1. Product: [OH:8][C:9]1[C:10]([O:37][CH3:38])=[CH:11][C:12]2[CH2:21][CH2:20][N:19]3[CH:14]([CH2:15][C:16]4[C:25]([Cl:26])=[CH:24][C:23]([O:27][CH3:28])=[C:22]([O:29][CH2:30][CH2:31][O:32][CH2:33][CH2:34][OH:35])[C:17]=4[CH2:18]3)[C:13]=2[CH:36]=1. The catalyst class is: 181. (2) Reactant: [H-].[Na+].ClC1C2N=C(CC(F)(F)F)[N:9](Cl)C=2C=CC=1.[Cl:19][C:20]1[CH:21]=[C:22]2[C:26](=[CH:27][C:28]=1[Cl:29])[NH:25][C:24]([CH2:30][C:31]([F:34])([F:33])[F:32])=C2.[Cl:35][C:36]1[CH:43]=[CH:42][C:39]([CH2:40]Br)=[CH:38][CH:37]=1.[NH4+].[Cl-]. Product: [Cl:29][C:28]1[C:20]([Cl:19])=[CH:21][C:22]2[N:9]([CH2:40][C:39]3[CH:42]=[CH:43][C:36]([Cl:35])=[CH:37][CH:38]=3)[C:24]([CH2:30][C:31]([F:32])([F:33])[F:34])=[N:25][C:26]=2[CH:27]=1. The catalyst class is: 3. (3) Reactant: [CH3:1][O:2][C:3](=[O:20])[C:4]1[CH:9]=[C:8]([O:10][CH3:11])[C:7]([O:12][CH2:13][CH2:14][O:15][CH3:16])=[CH:6][C:5]=1[N+:17]([O-])=O.[Cl-].[NH4+]. Product: [CH3:1][O:2][C:3](=[O:20])[C:4]1[CH:9]=[C:8]([O:10][CH3:11])[C:7]([O:12][CH2:13][CH2:14][O:15][CH3:16])=[CH:6][C:5]=1[NH2:17]. The catalyst class is: 72.